Dataset: Full USPTO retrosynthesis dataset with 1.9M reactions from patents (1976-2016). Task: Predict the reactants needed to synthesize the given product. Given the product [CH2:1]([O:3][C:4](=[O:13])[C:5]1[CH:10]=[C:9]([Cl:11])[N:8]=[C:7]([NH:12][C:14](=[O:16])[CH3:15])[CH:6]=1)[CH3:2], predict the reactants needed to synthesize it. The reactants are: [CH2:1]([O:3][C:4](=[O:13])[C:5]1[CH:10]=[C:9]([Cl:11])[N:8]=[C:7]([NH2:12])[CH:6]=1)[CH3:2].[C:14](OC(=O)C)(=[O:16])[CH3:15].